From a dataset of Forward reaction prediction with 1.9M reactions from USPTO patents (1976-2016). Predict the product of the given reaction. (1) Given the reactants [F:1][C@H:2]1[CH2:19][C@@:17]2([CH3:18])[C@@H:13]([CH2:14][CH2:15][C:16]2=[O:20])[C@H:12]2[C@H:3]1[C:4]1[CH:5]=[CH:6][C:7](O)=[CH:8][C:9]=1[CH2:10][C@H:11]2[CH3:21].[C:23]([O:26]C(=O)C)(=[O:25])[CH3:24], predict the reaction product. The product is: [C:23]([O:26][CH2:18][C@:17]12[CH2:19][C@H:2]([F:1])[C@H:3]3[C@@H:12]([C@H:11]([CH3:21])[CH2:10][C:9]4[CH:8]=[CH:7][CH:6]=[CH:5][C:4]=43)[C@@H:13]1[CH2:14][CH2:15][C:16]2=[O:20])(=[O:25])[CH3:24]. (2) Given the reactants N(C(OC(C)C)=O)=NC(OC(C)C)=O.[N+:15]([C:18]1[CH:19]=[CH:20][C:21]([OH:24])=[N:22][CH:23]=1)([O-:17])=[O:16].C1(P(C2C=CC=CC=2)C2C=CC=CC=2)C=CC=CC=1.O[CH:45]1[CH2:48][CH:47]([C:49]([O:51][CH2:52][CH2:53][C:54]2[CH:59]=[CH:58][CH:57]=[CH:56][CH:55]=2)=[O:50])[CH2:46]1, predict the reaction product. The product is: [N+:15]([C:18]1[CH:19]=[CH:20][C:21]([O:24][CH:45]2[CH2:48][CH:47]([C:49]([O:51][CH2:52][CH2:53][C:54]3[CH:59]=[CH:58][CH:57]=[CH:56][CH:55]=3)=[O:50])[CH2:46]2)=[N:22][CH:23]=1)([O-:17])=[O:16]. (3) Given the reactants [CH3:1][O:2][C:3]1[CH:8]=[CH:7][C:6]([S:9]([N:12]([C@@H:20]([CH2:25][CH3:26])[C:21]([O:23]C)=[O:22])[CH2:13][C:14]2[CH:15]=[N:16][CH:17]=[CH:18][CH:19]=2)(=[O:11])=[O:10])=[CH:5][CH:4]=1.[OH-].[Li+], predict the reaction product. The product is: [CH3:1][O:2][C:3]1[CH:8]=[CH:7][C:6]([S:9]([N:12]([C@@H:20]([CH2:25][CH3:26])[C:21]([OH:23])=[O:22])[CH2:13][C:14]2[CH:15]=[N:16][CH:17]=[CH:18][CH:19]=2)(=[O:11])=[O:10])=[CH:5][CH:4]=1. (4) Given the reactants [Br:1][C:2]1[CH:3]=[C:4]2[C:10]([I:11])=[CH:9][NH:8][C:5]2=[N:6][CH:7]=1.[H-].[Na+].[S:14](Cl)([C:17]1[CH:23]=[CH:22][C:20]([CH3:21])=[CH:19][CH:18]=1)(=[O:16])=[O:15].C(OCC)(=O)C, predict the reaction product. The product is: [Br:1][C:2]1[CH:3]=[C:4]2[C:10]([I:11])=[CH:9][N:8]([S:14]([C:17]3[CH:23]=[CH:22][C:20]([CH3:21])=[CH:19][CH:18]=3)(=[O:16])=[O:15])[C:5]2=[N:6][CH:7]=1. (5) The product is: [CH3:46][CH2:47][CH2:48][CH:49]([CH3:54])[CH3:50].[C:11]([NH:42][CH2:43][CH2:44][N:45]1[C:54]2[C:49](=[CH:50][CH:51]=[CH:52][CH:53]=2)[CH2:48][CH:47]([NH:55][C:56]([C:58]2[NH:59][C:60]3[C:65]([CH:66]=2)=[CH:64][C:63]([Cl:67])=[CH:62][CH:61]=3)=[O:57])[C:46]1=[O:68])(=[O:13])[CH3:12]. Given the reactants C1C=CC2N(O)N=NC=2C=1.[C:11](O)(=[O:13])[CH3:12].CCN(C(C)C)C(C)C.CCN=C=NCCCN(C)C.FC(F)(F)C(O)=O.[NH2:42][CH2:43][CH2:44][N:45]1[C:54]2[C:49](=[CH:50][CH:51]=[CH:52][CH:53]=2)[CH2:48][CH:47]([NH:55][C:56]([C:58]2[NH:59][C:60]3[C:65]([CH:66]=2)=[CH:64][C:63]([Cl:67])=[CH:62][CH:61]=3)=[O:57])[C:46]1=[O:68], predict the reaction product. (6) Given the reactants Cl[C:2]1[C:7]([CH2:8][O:9][CH3:10])=[CH:6][C:5]([Cl:11])=[CH:4][N:3]=1.[CH3:12][N:13](C=O)C, predict the reaction product. The product is: [Cl:11][C:5]1[CH:6]=[C:7]([CH2:8][O:9][CH3:10])[C:2]([C:12]#[N:13])=[N:3][CH:4]=1. (7) Given the reactants C[C:2]1(C)[CH2:7][C:6]([CH3:9])([CH3:8])[CH2:5][CH2:4][C:3]1=[O:10].Cl.[CH3:13]C(C)=O, predict the reaction product. The product is: [CH3:9][C:6]1([CH:8]=[CH2:13])[CH2:7][CH2:2][C:3](=[O:10])[CH2:4][CH2:5]1. (8) Given the reactants [CH3:1][O:2][C:3]1[C:8]([NH2:9])=[CH:7][CH:6]=[CH:5][N:4]=1.CCN(CC)CC.Cl[C:18](Cl)([O:20]C(=O)OC(Cl)(Cl)Cl)Cl.[CH3:29][O:30][C:31]1[CH:32]=[C:33]([C@@:39]23[CH2:47][CH2:46][C@@H:45]([NH2:48])[CH2:44][C@@H:43]2[N:42]([CH3:49])[CH2:41][CH2:40]3)[CH:34]=[CH:35][C:36]=1[O:37][CH3:38], predict the reaction product. The product is: [CH3:29][O:30][C:31]1[CH:32]=[C:33]([C@@:39]23[CH2:47][CH2:46][C@@H:45]([NH:48][C:18]([NH:9][C:8]4[C:3]([O:2][CH3:1])=[N:4][CH:5]=[CH:6][CH:7]=4)=[O:20])[CH2:44][C@@H:43]2[N:42]([CH3:49])[CH2:41][CH2:40]3)[CH:34]=[CH:35][C:36]=1[O:37][CH3:38]. (9) Given the reactants Br[C:2]1[C:11]2[C:6](=[CH:7][CH:8]=[C:9]([C:12]([NH:14][N:15]([CH3:20])[S:16]([CH3:19])(=[O:18])=[O:17])=[O:13])[CH:10]=2)[CH:5]=[N:4][CH:3]=1.[Cl:21][C:22]1[CH:27]=[CH:26][C:25](B(O)O)=[CH:24][CH:23]=1.C(=O)([O-])[O-].[Cs+].[Cs+], predict the reaction product. The product is: [Cl:21][C:22]1[CH:27]=[CH:26][C:25]([C:2]2[C:11]3[C:6](=[CH:7][CH:8]=[C:9]([C:12]([NH:14][N:15]([CH3:20])[S:16]([CH3:19])(=[O:18])=[O:17])=[O:13])[CH:10]=3)[CH:5]=[N:4][CH:3]=2)=[CH:24][CH:23]=1. (10) Given the reactants CN1CCOCC1.C1C=CC2N(O)N=NC=2C=1.[NH2:18][C@H:19]([C:24]([NH:26][C@H:27]([C:32]([O:34][CH3:35])=[O:33])[CH2:28][CH:29]([CH3:31])[CH3:30])=[O:25])[CH2:20][CH:21]([CH3:23])[CH3:22].Cl.[NH:37]([C:57]([O:59][CH2:60][C:61]1[CH:66]=[CH:65][CH:64]=[CH:63][CH:62]=1)=[O:58])[C@H:38]([C:54](O)=[O:55])[CH2:39][CH2:40][CH2:41][CH2:42][NH:43][C:44]([O:46][CH2:47][C:48]1[CH:53]=[CH:52][CH:51]=[CH:50][CH:49]=1)=[O:45].C1CCC(N=C=NC2CCCCC2)CC1, predict the reaction product. The product is: [NH:37]([C:57]([O:59][CH2:60][C:61]1[CH:62]=[CH:63][CH:64]=[CH:65][CH:66]=1)=[O:58])[C@H:38]([C:54]([NH:18][C@H:19]([C:24]([NH:26][C@H:27]([C:32]([O:34][CH3:35])=[O:33])[CH2:28][CH:29]([CH3:30])[CH3:31])=[O:25])[CH2:20][CH:21]([CH3:22])[CH3:23])=[O:55])[CH2:39][CH2:40][CH2:41][CH2:42][NH:43][C:44]([O:46][CH2:47][C:48]1[CH:49]=[CH:50][CH:51]=[CH:52][CH:53]=1)=[O:45].